Dataset: NCI-60 drug combinations with 297,098 pairs across 59 cell lines. Task: Regression. Given two drug SMILES strings and cell line genomic features, predict the synergy score measuring deviation from expected non-interaction effect. (1) Drug 1: COCCOC1=C(C=C2C(=C1)C(=NC=N2)NC3=CC=CC(=C3)C#C)OCCOC. Drug 2: CC1(CCCN1)C2=NC3=C(C=CC=C3N2)C(=O)N. Cell line: SK-OV-3. Synergy scores: CSS=51.6, Synergy_ZIP=2.12, Synergy_Bliss=2.80, Synergy_Loewe=-29.1, Synergy_HSA=1.04. (2) Drug 1: C1=CN(C(=O)N=C1N)C2C(C(C(O2)CO)O)(F)F. Drug 2: CC1=C(C(=CC=C1)Cl)NC(=O)C2=CN=C(S2)NC3=CC(=NC(=N3)C)N4CCN(CC4)CCO. Cell line: UACC62. Synergy scores: CSS=44.1, Synergy_ZIP=-0.283, Synergy_Bliss=-0.264, Synergy_Loewe=-3.51, Synergy_HSA=2.13. (3) Drug 1: CC(CN1CC(=O)NC(=O)C1)N2CC(=O)NC(=O)C2. Drug 2: CC(C)(C#N)C1=CC(=CC(=C1)CN2C=NC=N2)C(C)(C)C#N. Cell line: HL-60(TB). Synergy scores: CSS=63.5, Synergy_ZIP=-1.33, Synergy_Bliss=-0.363, Synergy_Loewe=-0.888, Synergy_HSA=-0.830. (4) Drug 1: C1=CN(C(=O)N=C1N)C2C(C(C(O2)CO)O)O.Cl. Drug 2: CC1=C(C(=O)C2=C(C1=O)N3CC4C(C3(C2COC(=O)N)OC)N4)N. Cell line: CCRF-CEM. Synergy scores: CSS=77.4, Synergy_ZIP=-1.41, Synergy_Bliss=-2.32, Synergy_Loewe=-4.40, Synergy_HSA=-0.490. (5) Cell line: LOX IMVI. Drug 2: C1=NC2=C(N=C(N=C2N1C3C(C(C(O3)CO)O)F)Cl)N. Drug 1: CC1=C2C(C(=O)C3(C(CC4C(C3C(C(C2(C)C)(CC1OC(=O)C(C(C5=CC=CC=C5)NC(=O)OC(C)(C)C)O)O)OC(=O)C6=CC=CC=C6)(CO4)OC(=O)C)OC)C)OC. Synergy scores: CSS=60.9, Synergy_ZIP=2.55, Synergy_Bliss=2.32, Synergy_Loewe=3.41, Synergy_HSA=4.41. (6) Drug 1: CCCCC(=O)OCC(=O)C1(CC(C2=C(C1)C(=C3C(=C2O)C(=O)C4=C(C3=O)C=CC=C4OC)O)OC5CC(C(C(O5)C)O)NC(=O)C(F)(F)F)O. Drug 2: C1C(C(OC1N2C=NC3=C2NC=NCC3O)CO)O. Cell line: BT-549. Synergy scores: CSS=49.9, Synergy_ZIP=-6.72, Synergy_Bliss=-13.8, Synergy_Loewe=-17.6, Synergy_HSA=-15.1. (7) Drug 1: CC1CCC2CC(C(=CC=CC=CC(CC(C(=O)C(C(C(=CC(C(=O)CC(OC(=O)C3CCCCN3C(=O)C(=O)C1(O2)O)C(C)CC4CCC(C(C4)OC)O)C)C)O)OC)C)C)C)OC. Drug 2: CC12CCC3C(C1CCC2OP(=O)(O)O)CCC4=C3C=CC(=C4)OC(=O)N(CCCl)CCCl.[Na+]. Cell line: HS 578T. Synergy scores: CSS=31.5, Synergy_ZIP=13.4, Synergy_Bliss=14.3, Synergy_Loewe=3.84, Synergy_HSA=14.8.